From a dataset of Reaction yield outcomes from USPTO patents with 853,638 reactions. Predict the reaction yield, written as a fraction of the theoretical maximum amount of product (1.0 means a 100% yield; for example, 0.34 means a 34% yield). (1) The reactants are [NH2:1][C:2]1([C:5]([OH:7])=[O:6])[CH2:4][CH2:3]1.S(Cl)([Cl:10])=O.[CH2:12](O)[CH3:13]. No catalyst specified. The product is [ClH:10].[NH2:1][C:2]1([C:5]([O:7][CH2:12][CH3:13])=[O:6])[CH2:4][CH2:3]1. The yield is 1.00. (2) The reactants are [CH3:1][N:2]([CH3:30])[C:3]1[CH:29]=[CH:28][C:6]([C:7]([N:9]2[C:18]3[C:13](=[CH:14][CH:15]=[CH:16][CH:17]=3)[C@H:12]([NH:19][C:20]3[CH:25]=[CH:24][C:23]([Cl:26])=[CH:22][CH:21]=3)[CH2:11][C@@H:10]2[CH3:27])=[O:8])=[CH:5][CH:4]=1.C(N(C(C)C)CC)(C)C.[C:40](Cl)(=[O:42])[CH3:41]. The catalyst is C(Cl)Cl. The product is [Cl:26][C:23]1[CH:22]=[CH:21][C:20]([N:19]([C@H:12]2[C:13]3[C:18](=[CH:17][CH:16]=[CH:15][CH:14]=3)[N:9]([C:7](=[O:8])[C:6]3[CH:5]=[CH:4][C:3]([N:2]([CH3:1])[CH3:30])=[CH:29][CH:28]=3)[C@@H:10]([CH3:27])[CH2:11]2)[C:40](=[O:42])[CH3:41])=[CH:25][CH:24]=1. The yield is 0.340. (3) The reactants are [N:1]1[CH:6]=[CH:5][CH:4]=[CH:3][C:2]=1[C:7]1[CH:8]=[CH:9][C:10](=O)[NH:11][N:12]=1.O=P(Cl)(Cl)[Cl:16]. No catalyst specified. The product is [Cl:16][C:10]1[N:11]=[N:12][C:7]([C:2]2[CH:3]=[CH:4][CH:5]=[CH:6][N:1]=2)=[CH:8][CH:9]=1. The yield is 0.450. (4) The reactants are Br[C:2]1[CH:7]=[CH:6][C:5]([NH2:8])=[C:4]([F:9])[CH:3]=1.[Li]CCCC.[CH3:15][Si:16](Cl)([CH3:18])[CH3:17]. The catalyst is C1COCC1. The product is [F:9][C:4]1[CH:3]=[C:2]([Si:16]([CH3:18])([CH3:17])[CH3:15])[CH:7]=[CH:6][C:5]=1[NH2:8]. The yield is 0.810. (5) The reactants are [CH3:1][O:2][C:3]1[CH:8]=[CH:7][C:6]([N:9]2[CH2:14][C@@H:13]3[CH2:15][C@H:10]2[CH2:11][O:12]3)=[CH:5][C:4]=1[NH:16][C:17]([NH2:19])=[S:18].BrBr. The catalyst is C(Cl)(Cl)Cl. The product is [CH3:1][O:2][C:3]1[C:4]2[N:16]=[C:17]([NH2:19])[S:18][C:5]=2[C:6]([N:9]2[CH2:14][C@@H:13]3[CH2:15][C@H:10]2[CH2:11][O:12]3)=[CH:7][CH:8]=1. The yield is 0.330. (6) The reactants are [OH:1][CH2:2][CH:3]1[CH2:8][CH2:7][CH2:6][N:5]([C:9]([O:11][C:12]([CH3:15])([CH3:14])[CH3:13])=[O:10])[CH2:4]1.[H-].[Na+].[CH3:18]I. The catalyst is CN(C=O)C. The product is [CH3:18][O:1][CH2:2][CH:3]1[CH2:8][CH2:7][CH2:6][N:5]([C:9]([O:11][C:12]([CH3:15])([CH3:14])[CH3:13])=[O:10])[CH2:4]1. The yield is 0.950.